This data is from Merck oncology drug combination screen with 23,052 pairs across 39 cell lines. The task is: Regression. Given two drug SMILES strings and cell line genomic features, predict the synergy score measuring deviation from expected non-interaction effect. Drug 1: CCC1(O)CC2CN(CCc3c([nH]c4ccccc34)C(C(=O)OC)(c3cc4c(cc3OC)N(C)C3C(O)(C(=O)OC)C(OC(C)=O)C5(CC)C=CCN6CCC43C65)C2)C1. Drug 2: Cc1nc(Nc2ncc(C(=O)Nc3c(C)cccc3Cl)s2)cc(N2CCN(CCO)CC2)n1. Cell line: A375. Synergy scores: synergy=-6.23.